Dataset: Catalyst prediction with 721,799 reactions and 888 catalyst types from USPTO. Task: Predict which catalyst facilitates the given reaction. (1) Reactant: [Cl:1][C:2]1[CH:7]=[C:6]([Cl:8])[CH:5]=[CH:4][C:3]=1[C@H:9]([N:11]1[C:19]2[C:14](=[CH:15][CH:16]=[C:17]([C:20]3[CH2:21][CH2:22][NH:23][CH2:24][CH:25]=3)[CH:18]=2)[CH:13]=[N:12]1)[CH3:10].CN([C:29]([O:33]N1N=NC2C=CC=NC1=2)=[N+](C)C)C.F[P-](F)(F)(F)(F)F.CC[N:52]([CH2:55][CH3:56])[CH2:53][CH3:54]. Product: [Cl:1][C:2]1[CH:7]=[C:6]([Cl:8])[CH:5]=[CH:4][C:3]=1[C@H:9]([N:11]1[C:19]2[C:14](=[CH:15][CH:16]=[C:17]([C:20]3[CH2:21][CH2:22][N:23]([C:29]([C@H:55]4[CH2:56][CH2:54][CH2:53][NH:52]4)=[O:33])[CH2:24][CH:25]=3)[CH:18]=2)[CH:13]=[N:12]1)[CH3:10]. The catalyst class is: 4. (2) Reactant: Cl.[CH3:2][O:3][C:4](=[O:18])[C@H:5]([CH2:7][C:8]1[C:16]2[C:11](=[CH:12][CH:13]=[C:14]([F:17])[CH:15]=2)[NH:10][CH:9]=1)[NH2:6].N. Product: [CH3:2][O:3][C:4](=[O:18])[C@H:5]([CH2:7][C:8]1[C:16]2[C:11](=[CH:12][CH:13]=[C:14]([F:17])[CH:15]=2)[NH:10][CH:9]=1)[NH2:6]. The catalyst class is: 26. (3) Reactant: [NH2:1][NH:2][C:3]([NH2:5])=[S:4].[C:6]([C:9]1[CH:39]=[CH:38][C:12]([O:13][CH2:14][C:15]2[CH:20]=[CH:19][C:18]([CH:21]([O:31][CH:32]3[CH2:37][CH2:36][CH2:35][CH2:34][O:33]3)[C:22]3[CH:23]=[C:24]([CH:28]=[CH:29][CH:30]=3)[C:25](O)=O)=[CH:17][CH:16]=2)=[C:11]([CH3:40])[C:10]=1[OH:41])(=[O:8])[CH3:7].[OH-].[K+].Cl. Product: [OH:41][C:10]1[C:11]([CH3:40])=[C:12]([O:13][CH2:14][C:15]2[CH:20]=[CH:19][C:18]([CH:21]([C:22]3[CH:30]=[CH:29][CH:28]=[C:24]([C:25]4[NH:5][C:3]([SH:4])=[N:2][N:1]=4)[CH:23]=3)[O:31][CH:32]3[CH2:37][CH2:36][CH2:35][CH2:34][O:33]3)=[CH:17][CH:16]=2)[CH:38]=[CH:39][C:9]=1[C:6](=[O:8])[CH3:7]. The catalyst class is: 95. (4) Reactant: [CH3:1][O:2][C:3](=[O:14])[C:4]1[CH:9]=[CH:8][CH:7]=[C:6]([N+:10]([O-:12])=[O:11])[C:5]=1[CH3:13].[Br:15]N1C(=O)CCC1=O. Product: [CH3:1][O:2][C:3](=[O:14])[C:4]1[CH:9]=[CH:8][CH:7]=[C:6]([N+:10]([O-:12])=[O:11])[C:5]=1[CH2:13][Br:15]. The catalyst class is: 53. (5) Reactant: [CH3:1][O:2][C:3]1[CH:4]=[C:5]([C:11]2[N:12]=[C:13]([NH:23][CH2:24][CH3:25])[S:14][C:15]=2[C:16]2[CH:21]=[CH:20][N:19]=[C:18](Cl)[N:17]=2)[CH:6]=[C:7]([O:9][CH3:10])[CH:8]=1.[CH3:26][S:27]([N:30]1[CH2:35][CH2:34][N:33]([C:36]2[N:41]=[CH:40][C:39]([NH2:42])=[CH:38][CH:37]=2)[CH2:32][CH2:31]1)(=[O:29])=[O:28].CC(O)C.Cl. Product: [CH3:1][O:2][C:3]1[CH:4]=[C:5]([C:11]2[N:12]=[C:13]([NH:23][CH2:24][CH3:25])[S:14][C:15]=2[C:16]2[CH:21]=[CH:20][N:19]=[C:18]([NH:42][C:39]3[CH:40]=[N:41][C:36]([N:33]4[CH2:34][CH2:35][N:30]([S:27]([CH3:26])(=[O:29])=[O:28])[CH2:31][CH2:32]4)=[CH:37][CH:38]=3)[N:17]=2)[CH:6]=[C:7]([O:9][CH3:10])[CH:8]=1. The catalyst class is: 12. (6) Reactant: [N+:1]([C:4]1[CH:20]=[CH:19][C:7]([CH2:8][NH:9][C:10](=[O:18])[CH2:11][CH2:12][C:13]([O:15][CH2:16][CH3:17])=[O:14])=[CH:6][CH:5]=1)([O-])=O. Product: [NH2:1][C:4]1[CH:20]=[CH:19][C:7]([CH2:8][NH:9][C:10](=[O:18])[CH2:11][CH2:12][C:13]([O:15][CH2:16][CH3:17])=[O:14])=[CH:6][CH:5]=1. The catalyst class is: 349.